This data is from Catalyst prediction with 721,799 reactions and 888 catalyst types from USPTO. The task is: Predict which catalyst facilitates the given reaction. Reactant: [Li+].CC([N-]C(C)C)C.C(OP(CC1C=CC([N+]([O-])=O)=CC=1)(=O)OCC)C.IC.[CH2:29]([O:31][P:32]([C:37]([C:40]1[CH:45]=[CH:44][C:43]([N+:46]([O-:48])=[O:47])=[CH:42][CH:41]=1)(C)[CH3:38])(=[O:36])[O:33][CH2:34][CH3:35])[CH3:30]. Product: [CH2:29]([O:31][P:32]([CH:37]([C:40]1[CH:41]=[CH:42][C:43]([N+:46]([O-:48])=[O:47])=[CH:44][CH:45]=1)[CH3:38])(=[O:36])[O:33][CH2:34][CH3:35])[CH3:30]. The catalyst class is: 387.